This data is from Catalyst prediction with 721,799 reactions and 888 catalyst types from USPTO. The task is: Predict which catalyst facilitates the given reaction. (1) Reactant: [C:1]([C:5]1[O:9][N:8]=[C:7]([NH:10][C:11]([NH:13][C:14]2[CH:19]=[CH:18][CH:17]=[C:16]([O:20][C:21]3[C:30]4[C:25](=[CH:26][C:27]([O:35][CH3:36])=[C:28]([O:31][CH2:32][CH2:33]Cl)[CH:29]=4)[N:24]=[CH:23][N:22]=3)[CH:15]=2)=[O:12])[CH:6]=1)([CH3:4])([CH3:3])[CH3:2].[NH:37]1[CH2:42][CH2:41][CH2:40][CH2:39][CH2:38]1.CCN(C(C)C)C(C)C.O. Product: [C:1]([C:5]1[O:9][N:8]=[C:7]([NH:10][C:11]([NH:13][C:14]2[CH:19]=[CH:18][CH:17]=[C:16]([O:20][C:21]3[C:30]4[C:25](=[CH:26][C:27]([O:35][CH3:36])=[C:28]([O:31][CH2:32][CH2:33][N:37]5[CH2:42][CH2:41][CH2:40][CH2:39][CH2:38]5)[CH:29]=4)[N:24]=[CH:23][N:22]=3)[CH:15]=2)=[O:12])[CH:6]=1)([CH3:4])([CH3:3])[CH3:2]. The catalyst class is: 639. (2) Reactant: [CH3:1][O:2][C:3](=[O:58])[CH2:4][CH2:5][C:6]1[CH:11]=[C:10]([C:12](=[O:26])[C:13]2[CH:18]=[CH:17][C:16]([O:19][CH:20]3[CH2:24][CH2:23][CH2:22][CH2:21]3)=[CH:15][C:14]=2[OH:25])[CH:9]=[CH:8][C:7]=1[O:27][CH2:28][C:29]1[CH:57]=[CH:56][C:32]2[C:33](=[O:55])[N:34](C(C3C=CC=CC=3)(C3C=CC=CC=3)C3C=CC=CC=3)[O:35][C:31]=2[CH:30]=1.C(C(C)=O)C(C)C.S(=O)(=O)(O)O.[OH-].[Na+]. Product: [CH3:1][O:2][C:3](=[O:58])[CH2:4][CH2:5][C:6]1[CH:11]=[C:10]([C:12](=[O:26])[C:13]2[CH:18]=[CH:17][C:16]([O:19][CH:20]3[CH2:24][CH2:23][CH2:22][CH2:21]3)=[CH:15][C:14]=2[OH:25])[CH:9]=[CH:8][C:7]=1[O:27][CH2:28][C:29]1[CH:57]=[CH:56][C:32]2[C:33]([OH:55])=[N:34][O:35][C:31]=2[CH:30]=1. The catalyst class is: 72.